This data is from Reaction yield outcomes from USPTO patents with 853,638 reactions. The task is: Predict the reaction yield, written as a fraction of the theoretical maximum amount of product (1.0 means a 100% yield; for example, 0.34 means a 34% yield). The reactants are C([O:8][C:9]1[C:14]([CH2:15][CH3:16])=[CH:13][CH:12]=[CH:11][C:10]=1[CH2:17][C:18]([O:20][CH3:21])=[O:19])C1C=CC=CC=1. The catalyst is [C].[Pd].CO. The product is [CH2:15]([C:14]1[C:9]([OH:8])=[C:10]([CH2:17][C:18]([O:20][CH3:21])=[O:19])[CH:11]=[CH:12][CH:13]=1)[CH3:16]. The yield is 0.860.